This data is from Full USPTO retrosynthesis dataset with 1.9M reactions from patents (1976-2016). The task is: Predict the reactants needed to synthesize the given product. (1) Given the product [CH3:1][O:2][C:3]1[CH:8]=[C:7]([C:9]2[C:13]3[CH2:14][CH2:15][CH2:16][C:17](=[O:18])[C:12]=3[O:11][N:10]=2)[CH:6]=[CH:5][C:4]=1[N:19]([CH2:29][C:30](=[O:32])[CH3:31])[CH:20]=[O:21], predict the reactants needed to synthesize it. The reactants are: [CH3:1][O:2][C:3]1[CH:8]=[C:7]([C:9]2[C:13]3[CH2:14][CH2:15][CH2:16][C:17](=[O:18])[C:12]=3[O:11][N:10]=2)[CH:6]=[CH:5][C:4]=1[NH:19][CH:20]=[O:21].C([O-])([O-])=O.[Cs+].[Cs+].Cl[CH2:29][C:30](=[O:32])[CH3:31].O. (2) Given the product [NH2:5][C:6]1[C:15]2[N:16]=[C:17]([CH2:25][OH:26])[N:18]([CH2:19][C:20]3([OH:24])[CH2:23][CH2:22][CH2:21]3)[C:14]=2[C:13]2[N:12]=[CH:11][CH:10]=[CH:9][C:8]=2[N:7]=1, predict the reactants needed to synthesize it. The reactants are: B(Br)(Br)Br.[NH2:5][C:6]1[C:15]2[N:16]=[C:17]([CH2:25][O:26]CC)[N:18]([CH2:19][C:20]3([OH:24])[CH2:23][CH2:22][CH2:21]3)[C:14]=2[C:13]2[N:12]=[CH:11][CH:10]=[CH:9][C:8]=2[N:7]=1.Cl.[OH-].[Na+].C(=O)(O)[O-].[Na+].